From a dataset of Forward reaction prediction with 1.9M reactions from USPTO patents (1976-2016). Predict the product of the given reaction. Given the reactants [Br:1][C:2]1[CH:3]=[C:4]2[C:8](=[CH:9][CH:10]=1)[N:7]([CH2:11][CH2:12]Cl)[N:6]=[CH:5]2.Cl.[C@H:15]12[CH2:21][C@H:18]([NH:19][CH2:20]1)[CH2:17][O:16]2.C([O-])([O-])=O.[K+].[K+].O, predict the reaction product. The product is: [Br:1][C:2]1[CH:3]=[C:4]2[C:8](=[CH:9][CH:10]=1)[N:7]([CH2:11][CH2:12][N:19]1[CH2:20][C@@H:15]3[CH2:21][C@H:18]1[CH2:17][O:16]3)[N:6]=[CH:5]2.